From a dataset of Reaction yield outcomes from USPTO patents with 853,638 reactions. Predict the reaction yield, written as a fraction of the theoretical maximum amount of product (1.0 means a 100% yield; for example, 0.34 means a 34% yield). (1) The product is [F:44][C:2]([F:1])([F:45])[S:3]([O:6][C:7]1[C:8]([CH3:43])([CH3:42])[C@H:9]2[C@:22]([CH3:25])([CH2:23][CH:24]=1)[C@@H:21]1[C@:12]([CH3:41])([C@@:13]3([CH3:40])[C@H:18]([CH2:19][CH2:20]1)[C@H:17]1[C@H:26]([C:29]([CH3:31])=[CH2:30])[CH2:27][CH2:28][C@:16]1([NH2:32])[CH2:15][CH2:14]3)[CH2:11][CH2:10]2)(=[O:4])=[O:5]. The reactants are [F:1][C:2]([F:45])([F:44])[S:3]([O:6][C:7]1[C:8]([CH3:43])([CH3:42])[C@H:9]2[C@:22]([CH3:25])([CH2:23][CH:24]=1)[C@@H:21]1[C@:12]([CH3:41])([C@@:13]3([CH3:40])[C@H:18]([CH2:19][CH2:20]1)[C@H:17]1[C@H:26]([C:29]([CH3:31])=[CH2:30])[CH2:27][CH2:28][C@:16]1([NH:32]C(OC(C)(C)C)=O)[CH2:15][CH2:14]3)[CH2:11][CH2:10]2)(=[O:5])=[O:4].FC(F)(F)C(O)=O. The yield is 0.643. The catalyst is ClCCl. (2) The reactants are [Cl:1][C:2]1[CH:7]=[CH:6][N:5]=[C:4]([NH2:8])[CH:3]=1.[C:9](O[C:9]([O:11][C:12]([CH3:15])([CH3:14])[CH3:13])=[O:10])([O:11][C:12]([CH3:15])([CH3:14])[CH3:13])=[O:10]. The catalyst is ClCCCl.CN(C1C=CN=CC=1)C. The product is [Cl:1][C:2]1[CH:7]=[CH:6][N:5]=[C:4]([NH:8][C:9](=[O:10])[O:11][C:12]([CH3:15])([CH3:14])[CH3:13])[CH:3]=1. The yield is 0.550.